This data is from Full USPTO retrosynthesis dataset with 1.9M reactions from patents (1976-2016). The task is: Predict the reactants needed to synthesize the given product. The reactants are: [Cl:1][C:2]1[CH:3]=[CH:4][C:5]2[N:6]([N:8]=[C:9]([N:11]([C:17]3[CH:22]=[CH:21][C:20]([S:23]([CH3:26])(=[O:25])=[O:24])=[CH:19][C:18]=3[O:27][CH3:28])[C:12](=[O:16])[O:13][CH2:14]Cl)[N:10]=2)[CH:7]=1.[C:29]([O:33][C:34]([NH:36][C@@:37]([CH3:44])([CH:41]([CH3:43])[CH3:42])[C:38]([O-:40])=[O:39])=[O:35])([CH3:32])([CH3:31])[CH3:30].[Cs+]. Given the product [C:29]([O:33][C:34]([NH:36][C@:37]([C:38]([O:40][CH2:14][O:13][C:12](=[O:16])[N:11]([C:9]1[N:10]=[C:5]2[CH:4]=[CH:3][C:2]([Cl:1])=[CH:7][N:6]2[N:8]=1)[C:17]1[CH:22]=[CH:21][C:20]([S:23]([CH3:26])(=[O:25])=[O:24])=[CH:19][C:18]=1[O:27][CH3:28])=[O:39])([CH3:44])[CH:41]([CH3:42])[CH3:43])=[O:35])([CH3:30])([CH3:32])[CH3:31], predict the reactants needed to synthesize it.